From a dataset of Experimentally validated miRNA-target interactions with 360,000+ pairs, plus equal number of negative samples. Binary Classification. Given a miRNA mature sequence and a target amino acid sequence, predict their likelihood of interaction. (1) The miRNA is mmu-miR-298-5p with sequence GGCAGAGGAGGGCUGUUCUUCCC. The protein sequence of the target gene is MAAAEAEVVSPLIVDTAPDTSGTAEASVAASVAEAARTESQAPASKAALAAKLMSLSGVFAVHKPKGPTSAELLNRLKEKLLAEAGMPSPEWNKRQKQTLKVGHGGTLDSAAQGVLVVGIGRGTKMLTSMLSGSKRYITIGELGKATDTLDSTGKVTEEKPYDKITREDIEGILQKFTGNIMQVPPLYSALKKDGQRLSTLMKKGKVVEARPARPVTVHSISLLKFQPPFFTLDVECGGGFYIRSLVSDIGKELSSCASVLELTRTKQGPFTLAQHALPEDRWTIDDIEQSLERCTSLLP.... Result: 1 (interaction). (2) The miRNA is hsa-miR-1323 with sequence UCAAAACUGAGGGGCAUUUUCU. The protein sequence of the target gene is MVFAHRMDNSKPHLIIPTLLVPLQNRSCTETATPLPSQYLMELSEEHSWMSNQTDLHYVLKPGEVATASIFFGILWLFSIFGNSLVCLVIHRSRRTQSTTNYFVVSMACADLLISVASTPFVLLQFTTGRWTLGSATCKVVRYFQYLTPGVQIYVLLSICIDRFYTIVYPLSFKVSREKAKKMIAASWVFDAGFVTPVLFFYGSNWDSHCNYFLPSSWEGTAYTVIHFLVGFVIPSVLIILFYQKVIKYIWRIGTDGRTVRRTMNIVPRTKVKTIKMFLILNLLFLLSWLPFHVAQLWHP.... Result: 0 (no interaction).